The task is: Predict the reactants needed to synthesize the given product.. This data is from Full USPTO retrosynthesis dataset with 1.9M reactions from patents (1976-2016). (1) Given the product [CH3:1][O:2][C:3]1[CH:4]=[CH:5][C:6](/[CH:9]=[CH:10]/[C:11]2[CH:12]=[CH:13][C:14]([NH2:17])=[CH:15][CH:16]=2)=[CH:7][CH:8]=1, predict the reactants needed to synthesize it. The reactants are: [CH3:1][O:2][C:3]1[CH:8]=[CH:7][C:6](/[CH:9]=[CH:10]/[C:11]2[CH:16]=[CH:15][C:14]([N+:17]([O-])=O)=[CH:13][CH:12]=2)=[CH:5][CH:4]=1.[Sn].[OH-].[Na+]. (2) Given the product [C:1]([O:5][C:6]([CH2:7][O:8][CH2:9][CH2:10][CH2:11][C:17]1[CH:18]=[CH:19][C:20]([C:21]([CH3:40])([CH2:56][NH2:57])[N:22]2[C:30](=[O:31])[NH:29][C:28]3[C:23]2=[N:24][C:25]([O:33][CH2:34][CH2:35][O:36][CH3:37])=[N:26][C:27]=3[NH2:32])=[CH:38][CH:39]=1)=[O:13])([CH3:4])([CH3:3])[CH3:2], predict the reactants needed to synthesize it. The reactants are: [C:1]([O:5][C:6](=[O:13])[CH2:7][O:8][CH2:9][CH2:10][CH:11]=O)([CH3:4])([CH3:3])[CH3:2].CNC[C:17]1[CH:39]=[CH:38][C:20]([CH2:21][N:22]2[C:30](=[O:31])[NH:29][C:28]3[C:23]2=[N:24][C:25]([O:33][CH2:34][CH2:35][O:36][CH3:37])=[N:26][C:27]=3[NH2:32])=[CH:19][CH:18]=1.[C:40](O[BH-](OC(=O)C)OC(=O)C)(=O)C.[Na+].O.N.[CH3:56][N:57]1CCCC1=O.